Dataset: Retrosynthesis with 50K atom-mapped reactions and 10 reaction types from USPTO. Task: Predict the reactants needed to synthesize the given product. (1) Given the product Nc1cc(OC[C@H](N)c2ccccc2)ccc1[N+](=O)[O-], predict the reactants needed to synthesize it. The reactants are: N[C@@H](CO)c1ccccc1.Nc1cc(F)ccc1[N+](=O)[O-]. (2) Given the product COCc1cccc(CCC(O)c2ccccc2)c1NC(=O)CC1c2ccccc2Oc2ccccc21, predict the reactants needed to synthesize it. The reactants are: COCc1cccc(C=CC(O)c2ccccc2)c1NC(=O)CC1c2ccccc2Oc2ccccc21. (3) Given the product CNC(C)C(=O)NC1CCc2ccn3c2C1C(=O)CC(C(=O)NC1CCCc2ccccc21)C3, predict the reactants needed to synthesize it. The reactants are: CC(C(=O)NC1CCc2ccn3c2C1C(=O)CC(C(=O)NC1CCCc2ccccc21)C3)N(C)C(=O)OC(C)(C)C. (4) Given the product CC(C)CN[C@@H](Cc1ccc2ccccc2c1)C(=O)NCCCC[C@@H](CO)N(CC(C)C)S(=O)(=O)c1ccc(N)cc1, predict the reactants needed to synthesize it. The reactants are: CC(C)C=O.CC(C)CN([C@H](CO)CCCCNC(=O)[C@@H](N)Cc1ccc2ccccc2c1)S(=O)(=O)c1ccc(N)cc1. (5) Given the product CCOP(=O)(COCCN=[N+]=[N-])OCC, predict the reactants needed to synthesize it. The reactants are: CCOP(=O)(COCCCl)OCC.[N-]=[N+]=[N-].